The task is: Predict the reaction yield, written as a fraction of the theoretical maximum amount of product (1.0 means a 100% yield; for example, 0.34 means a 34% yield).. This data is from Reaction yield outcomes from USPTO patents with 853,638 reactions. (1) The yield is 0.750. The product is [CH3:16][N:8]1[C:9]2[C:5](=[CH:4][C:3]([OH:2])=[C:11]([C:12]([F:13])([F:14])[F:15])[CH:10]=2)[C:6]([CH3:17])=[CH:7]1. The catalyst is C(Cl)Cl. The reactants are C[O:2][C:3]1[CH:4]=[C:5]2[C:9](=[CH:10][C:11]=1[C:12]([F:15])([F:14])[F:13])[N:8]([CH3:16])[CH:7]=[C:6]2[CH3:17].B(Br)(Br)Br. (2) The reactants are [CH3:1][O:2][C:3]([C@@H:5]([N:13]1[CH2:21][C:17]2[CH:18]=[CH:19][S:20][C:16]=2[CH2:15][CH2:14]1)[C:6]1[CH:7]=[CH:8][CH:9]=[CH:10][C:11]=1[Cl:12])=[O:4].[S:22](=[O:26])(=[O:25])([OH:24])[OH:23]. The catalyst is C(O)(C)C. The product is [CH3:1][O:2][C:3]([C@@H:5]([N:13]1[CH2:21][C:17]2[CH:18]=[CH:19][S:20][C:16]=2[CH2:15][CH2:14]1)[C:6]1[C:11]([Cl:12])=[CH:10][CH:9]=[CH:8][CH:7]=1)=[O:4].[OH:25][S:22]([OH:26])(=[O:24])=[O:23]. The yield is 0.130. (3) The reactants are [CH3:1][C:2]1[CH:3]=[C:4]2[C:9](=[CH:10][CH:11]=1)[N:8]=[CH:7][CH:6]=[CH:5]2.[OH:12]S(O)(=O)=O.[OH2:17]. No catalyst specified. The product is [N:8]1[C:9]2[C:4](=[CH:3][C:2]([C:1]([OH:12])=[O:17])=[CH:11][CH:10]=2)[CH:5]=[CH:6][CH:7]=1. The yield is 0.700. (4) The reactants are [C:1]([C:5]1[CH:42]=[CH:41][C:8]([CH2:9][O:10][C:11]2[CH:16]=[CH:15][CH:14]=[CH:13][C:12]=2/[CH:17]=[CH:18]/[CH:19]([CH2:31][CH2:32][C:33]2[CH:38]=[CH:37][C:36]([C:39]#[N:40])=[CH:35][CH:34]=2)[CH2:20][C:21]2[CH:30]=[CH:29][C:24]([C:25]([NH:27][NH2:28])=[O:26])=[CH:23][CH:22]=2)=[CH:7][CH:6]=1)([CH3:4])([CH3:3])[CH3:2].Cl[C:44](OC(Cl)(Cl)Cl)=[O:45]. The yield is 0.960. The product is [C:1]([C:5]1[CH:42]=[CH:41][C:8]([CH2:9][O:10][C:11]2[CH:16]=[CH:15][CH:14]=[CH:13][C:12]=2/[CH:17]=[CH:18]/[CH:19]([CH2:20][C:21]2[CH:30]=[CH:29][C:24]([C:25]3[O:26][C:44](=[O:45])[NH:28][N:27]=3)=[CH:23][CH:22]=2)[CH2:31][CH2:32][C:33]2[CH:38]=[CH:37][C:36]([C:39]#[N:40])=[CH:35][CH:34]=2)=[CH:7][CH:6]=1)([CH3:4])([CH3:2])[CH3:3]. The catalyst is O1CCOCC1. (5) The reactants are [OH:1][C:2]1[CH:7]=[C:6]([CH3:8])[C:5]([C:9]2[N:10]=[C:11]([NH:14][C:15](=[O:22])[C:16]3[CH:21]=[CH:20][N:19]=[CH:18][CH:17]=3)[S:12][CH:13]=2)=[C:4]([CH3:23])[CH:3]=1.C(=O)([O-])[O-].[Cs+].[Cs+].Br[C:31]1[CH:32]=[CH:33][C:34]([N+:37]([O-:39])=[O:38])=[N:35][CH:36]=1. The catalyst is CN(C=O)C. The product is [CH3:8][C:6]1[CH:7]=[C:2]([O:1][C:31]2[CH:36]=[N:35][C:34]([N+:37]([O-:39])=[O:38])=[CH:33][CH:32]=2)[CH:3]=[C:4]([CH3:23])[C:5]=1[C:9]1[N:10]=[C:11]([NH:14][C:15](=[O:22])[C:16]2[CH:21]=[CH:20][N:19]=[CH:18][CH:17]=2)[S:12][CH:13]=1. The yield is 0.670. (6) The reactants are [O:1]1[CH2:6][CH2:5][O:4][CH2:3][C@@H:2]1[CH2:7][OH:8].N1C=CC=CC=1.[C:15]1([CH3:25])[CH:20]=[CH:19][C:18]([S:21](Cl)(=[O:23])=[O:22])=[CH:17][CH:16]=1. The catalyst is ClCCl. The product is [CH3:25][C:15]1[CH:20]=[CH:19][C:18]([S:21]([O:8][CH2:7][C@H:2]2[CH2:3][O:4][CH2:5][CH2:6][O:1]2)(=[O:23])=[O:22])=[CH:17][CH:16]=1. The yield is 0.730. (7) The reactants are Cl[C:2]1[N:7]=[C:6]([N:8]2[CH2:13][CH2:12][O:11][CH2:10][CH2:9]2)[N:5]=[C:4]([N:14]2[CH2:19][CH2:18][O:17][CH2:16][CH2:15]2)[N:3]=1.C(=O)([O-])[O-].[Na+].[Na+].[NH2:26][C:27]1[CH:32]=[CH:31][C:30](B2OC(C)(C)C(C)(C)O2)=[CH:29][CH:28]=1. The catalyst is C1C=CC([P]([Pd]([P](C2C=CC=CC=2)(C2C=CC=CC=2)C2C=CC=CC=2)([P](C2C=CC=CC=2)(C2C=CC=CC=2)C2C=CC=CC=2)[P](C2C=CC=CC=2)(C2C=CC=CC=2)C2C=CC=CC=2)(C2C=CC=CC=2)C2C=CC=CC=2)=CC=1.COCCOC. The product is [N:14]1([C:4]2[N:5]=[C:6]([N:8]3[CH2:13][CH2:12][O:11][CH2:10][CH2:9]3)[N:7]=[C:2]([C:30]3[CH:31]=[CH:32][C:27]([NH2:26])=[CH:28][CH:29]=3)[N:3]=2)[CH2:19][CH2:18][O:17][CH2:16][CH2:15]1. The yield is 0.830. (8) The reactants are Cl[CH2:2][C:3]1[N:4]=[C:5]([C:8]2[O:9][CH:10]=[CH:11][CH:12]=2)[O:6][CH:7]=1.[O:13]=[CH:14][C:15]1[CH:23]=[CH:22][C:20]([OH:21])=[C:17]([O:18][CH3:19])[CH:16]=1.C(=O)([O-])[O-].[K+].[K+].CN(C)C=O. The catalyst is O. The product is [O:9]1[CH:10]=[CH:11][CH:12]=[C:8]1[C:5]1[O:6][CH:7]=[C:3]([CH2:2][O:21][C:20]2[CH:22]=[CH:23][C:15]([CH:14]=[O:13])=[CH:16][C:17]=2[O:18][CH3:19])[N:4]=1. The yield is 0.910. (9) The reactants are [O:1]1[CH2:5][CH2:4][C:3]2[CH:6]=[C:7]([C:10]3[C:18]4[C:13](=[CH:14][CH:15]=[C:16]([C:19]#[N:20])[CH:17]=4)[NH:12][N:11]=3)[CH:8]=[CH:9][C:2]1=2.[OH:21]O.[OH-].[Na+].Cl. The catalyst is O.C(O)C. The product is [O:1]1[CH2:5][CH2:4][C:3]2[CH:6]=[C:7]([C:10]3[C:18]4[C:13](=[CH:14][CH:15]=[C:16]([C:19]([NH2:20])=[O:21])[CH:17]=4)[NH:12][N:11]=3)[CH:8]=[CH:9][C:2]1=2. The yield is 0.530.